Predict the reactants needed to synthesize the given product. From a dataset of Full USPTO retrosynthesis dataset with 1.9M reactions from patents (1976-2016). (1) Given the product [CH3:14][CH:7]1[CH2:6][C:5]2[C:10](=[CH:11][CH:12]=[C:3]([CH:1]3[CH2:2][O:23]3)[CH:4]=2)[C:9](=[O:13])[O:8]1, predict the reactants needed to synthesize it. The reactants are: [CH:1]([C:3]1[CH:4]=[C:5]2[C:10](=[CH:11][CH:12]=1)[C:9](=[O:13])[O:8][CH:7]([CH3:14])[CH2:6]2)=[CH2:2].C1C=C(Cl)C=C(C(OO)=[O:23])C=1. (2) Given the product [Cl:36][C:35]1[CH:30]=[C:3]([CH2:4][S:9]([NH:12][C:13]2[CH:14]=[N:15][C:16]([C:20]([F:21])([F:22])[F:23])=[CH:17][C:18]=2[OH:19])(=[O:10])=[O:11])[CH:2]=[C:7]([Cl:8])[CH:24]=1, predict the reactants needed to synthesize it. The reactants are: Br[C:2]1[CH:3]=[C:4]([S:9]([NH:12][C:13]2[CH:14]=[N:15][C:16]([C:20]([F:23])([F:22])[F:21])=[CH:17][C:18]=2[OH:19])(=[O:11])=[O:10])C=N[C:7]=1[Cl:8].[CH3:24]S(Cl)(=O)=O.Br[C:30]1C=C(S(Cl)(=O)=O)C=N[C:35]=1[Cl:36]. (3) The reactants are: [F:1][C:2]([F:33])([F:32])[C:3]1[CH:8]=[CH:7][C:6]([N:9]2[CH2:14][CH2:13][CH:12]([O:15][C:16]3[CH:17]=[C:18]4[C:22](=[CH:23][CH:24]=3)[CH:21]([NH:25][CH:26]3[CH2:31][CH2:30][NH:29][CH2:28][CH2:27]3)[CH2:20][CH2:19]4)[CH2:11][CH2:10]2)=[CH:5][CH:4]=1.Br[CH2:35][C:36]1[CH:41]=[CH:40][C:39]([F:42])=[CH:38][CH:37]=1.C(N(CC)C(C)C)(C)C. Given the product [F:42][C:39]1[CH:40]=[CH:41][C:36]([CH2:35][N:29]2[CH2:30][CH2:31][CH:26]([NH:25][CH:21]3[C:22]4[C:18](=[CH:17][C:16]([O:15][CH:12]5[CH2:13][CH2:14][N:9]([C:6]6[CH:7]=[CH:8][C:3]([C:2]([F:1])([F:32])[F:33])=[CH:4][CH:5]=6)[CH2:10][CH2:11]5)=[CH:24][CH:23]=4)[CH2:19][CH2:20]3)[CH2:27][CH2:28]2)=[CH:37][CH:38]=1, predict the reactants needed to synthesize it. (4) Given the product [CH3:22][C:16]1[CH:17]=[C:18]([CH3:21])[CH:19]=[CH:20][C:15]=1[N:7]([C:8]1[CH:9]=[CH:10][CH:11]=[CH:12][CH:13]=1)[C:1]1[CH:6]=[CH:5][CH:4]=[CH:3][CH:2]=1, predict the reactants needed to synthesize it. The reactants are: [C:1]1([NH:7][C:8]2[CH:13]=[CH:12][CH:11]=[CH:10][CH:9]=2)[CH:6]=[CH:5][CH:4]=[CH:3][CH:2]=1.Br[C:15]1[CH:20]=[CH:19][C:18]([CH3:21])=[CH:17][C:16]=1[CH3:22].CC(C)([O-])C.[Na+]. (5) Given the product [CH:3]1([C:9]2[C:10]3[CH:11]=[CH:12][C:13]([C:32]([O:34][CH3:35])=[O:33])=[CH:14][C:15]=3[N:16]3[CH2:22][C:21]([C:24]([OH:26])=[O:25])([F:23])[CH2:20][C:19]4[CH:28]=[CH:29][CH:30]=[CH:31][C:18]=4[C:17]=23)[CH2:4][CH2:5][CH2:6][CH2:7][CH2:8]1, predict the reactants needed to synthesize it. The reactants are: [OH-].[Na+].[CH:3]1([C:9]2[C:10]3[CH:11]=[CH:12][C:13]([C:32]([O:34][CH3:35])=[O:33])=[CH:14][C:15]=3[N:16]3[CH2:22][C:21]([C:24]([O:26]C)=[O:25])([F:23])[CH2:20][C:19]4[CH:28]=[CH:29][CH:30]=[CH:31][C:18]=4[C:17]=23)[CH2:8][CH2:7][CH2:6][CH2:5][CH2:4]1.Cl.